This data is from Full USPTO retrosynthesis dataset with 1.9M reactions from patents (1976-2016). The task is: Predict the reactants needed to synthesize the given product. (1) Given the product [CH3:1][N:2]1[C:10](=[O:11])[C:9]2[C:4](=[C:5]([C:39]3[CH2:40][CH2:41][N:42]([CH3:45])[CH2:43][CH:44]=3)[CH:6]=[CH:7][C:8]=2[NH:12][C:13]2[C:18]([C:19]([F:21])([F:22])[F:20])=[CH:17][N:16]=[C:15]([NH:23][C:24]3[CH:38]=[CH:37][C:27]([CH2:28][P:29](=[O:36])([O:33][CH2:34][CH3:35])[O:30][CH2:31][CH3:32])=[CH:26][CH:25]=3)[N:14]=2)[CH2:3]1.[F:20][C:19]([F:22])([F:21])[C:45]([OH:47])=[O:46], predict the reactants needed to synthesize it. The reactants are: [CH3:1][N:2]1[C:10](=[O:11])[C:9]2[C:4](=[C:5]([C:39]3[CH2:40][CH2:41][NH:42][CH2:43][CH:44]=3)[CH:6]=[CH:7][C:8]=2[NH:12][C:13]2[C:18]([C:19]([F:22])([F:21])[F:20])=[CH:17][N:16]=[C:15]([NH:23][C:24]3[CH:38]=[CH:37][C:27]([CH2:28][P:29](=[O:36])([O:33][CH2:34][CH3:35])[O:30][CH2:31][CH3:32])=[CH:26][CH:25]=3)[N:14]=2)[CH2:3]1.[CH:45]([OH:47])=[O:46].C=O.C([BH3-])#N.[Na+]. (2) Given the product [CH:11]1([N:8]2[C:9]3[C:5](=[CH:4][CH:3]=[C:2]([C:24]([O:27][CH3:28])=[O:26])[CH:10]=3)[C:6]([CH3:16])([CH3:15])[C:7]2=[O:14])[CH2:13][CH2:12]1, predict the reactants needed to synthesize it. The reactants are: Br[C:2]1[CH:10]=[C:9]2[C:5]([C:6]([CH3:16])([CH3:15])[C:7](=[O:14])[N:8]2[CH:11]2[CH2:13][CH2:12]2)=[CH:4][CH:3]=1.C(N(CC)CC)C.[C:24]([O:27][CH2:28]C)(=[O:26])C. (3) The reactants are: [Cl:1][C:2]1[N:3]=[CH:4][C:5]2[CH2:6][CH2:7][CH2:8][C:9](=[O:12])[C:10]=2[CH:11]=1.[Br:13]Br.Br. Given the product [Br:13][CH:8]1[CH2:7][CH2:6][C:5]2[CH:4]=[N:3][C:2]([Cl:1])=[CH:11][C:10]=2[C:9]1=[O:12], predict the reactants needed to synthesize it. (4) Given the product [CH:35]1([NH:38][C:29](=[O:30])[CH2:28][O:27][C:26]2[CH:25]=[CH:24][C:23]([C:20]3[CH:19]=[C:18]([CH2:17][N:15]4[CH:16]=[C:11]5[N:10]=[C:9]([C:3]6[CH:4]=[CH:5][CH:6]=[C:7]([F:8])[C:2]=6[F:1])[N:34]=[C:12]5[CH:13]=[N:14]4)[O:22][N:21]=3)=[CH:33][CH:32]=2)[CH2:37][CH2:36]1, predict the reactants needed to synthesize it. The reactants are: [F:1][C:2]1[C:7]([F:8])=[CH:6][CH:5]=[CH:4][C:3]=1[C:9]1[N:34]=[C:12]2[CH:13]=[N:14][N:15]([CH2:17][C:18]3[O:22][N:21]=[C:20]([C:23]4[CH:33]=[CH:32][C:26]([O:27][CH2:28][C:29](O)=[O:30])=[CH:25][CH:24]=4)[CH:19]=3)[CH:16]=[C:11]2[N:10]=1.[CH:35]1([NH2:38])[CH2:37][CH2:36]1.C(N(C(C)C)CC)(C)C.CN(C(ON1N=NC2C=CC=NC1=2)=[N+](C)C)C.F[P-](F)(F)(F)(F)F.Cl. (5) Given the product [F:6][C:7]1[CH:12]=[CH:11][C:10]([C:13]2[S:15][CH:2]=[C:3]([CH3:4])[N:14]=2)=[C:9]([N+:16]([O-:18])=[O:17])[CH:8]=1, predict the reactants needed to synthesize it. The reactants are: Cl[CH2:2][C:3](=O)[CH3:4].[F:6][C:7]1[CH:12]=[CH:11][C:10]([C:13](=[S:15])[NH2:14])=[C:9]([N+:16]([O-:18])=[O:17])[CH:8]=1. (6) Given the product [Cl:1][C:2]1[CH:3]=[CH:4][C:5]([NH:8][C:9]([C:11]2[CH:16]=[C:15]([Cl:17])[CH:14]=[C:13]([N:22]3[CH2:27][CH2:26][O:25][CH2:24][CH2:23]3)[C:12]=2[N+:19]([O-:21])=[O:20])=[O:10])=[N:6][CH:7]=1, predict the reactants needed to synthesize it. The reactants are: [Cl:1][C:2]1[CH:3]=[CH:4][C:5]([NH:8][C:9]([C:11]2[CH:16]=[C:15]([Cl:17])[CH:14]=[C:13](Cl)[C:12]=2[N+:19]([O-:21])=[O:20])=[O:10])=[N:6][CH:7]=1.[NH:22]1[CH2:27][CH2:26][O:25][CH2:24][CH2:23]1.CCN(C(C)C)C(C)C. (7) Given the product [Br:31][C:32]1[CH:46]=[CH:45][C:35]([O:36][C:37]2[CH:44]=[CH:43][C:40]([CH2:41][N:6]3[CH2:7][CH2:8][CH2:9][CH2:10][CH:5]3[CH2:4][N:3]([CH2:11][C:12]3[CH:21]=[CH:20][C:15]([C:16]([OH:18])=[O:17])=[CH:14][CH:13]=3)[CH3:2])=[CH:39][CH:38]=2)=[CH:34][CH:33]=1, predict the reactants needed to synthesize it. The reactants are: Cl.[CH3:2][N:3]([CH2:11][C:12]1[CH:21]=[CH:20][C:15]([C:16]([O:18]C)=[O:17])=[CH:14][CH:13]=1)[CH2:4][CH:5]1[CH2:10][CH2:9][CH2:8][CH2:7][NH:6]1.C(N(C(C)C)CC)(C)C.[Br:31][C:32]1[CH:46]=[CH:45][C:35]([O:36][C:37]2[CH:44]=[CH:43][C:40]([CH:41]=O)=[CH:39][CH:38]=2)=[CH:34][CH:33]=1.C(O[BH-](OC(=O)C)OC(=O)C)(=O)C. (8) Given the product [C:31]1([S:28]([C:22]2[C:21]3[C:25](=[CH:26][CH:27]=[C:19]([O:18][CH2:17][CH:14]4[CH2:15][CH2:16][NH:11][CH2:12][CH2:13]4)[CH:20]=3)[NH:24][N:23]=2)(=[O:29])=[O:30])[C:40]2[C:35](=[CH:36][CH:37]=[CH:38][CH:39]=2)[CH:34]=[CH:33][CH:32]=1, predict the reactants needed to synthesize it. The reactants are: C(OC([N:11]1[CH2:16][CH2:15][CH:14]([CH2:17][O:18][C:19]2[CH:20]=[C:21]3[C:25](=[CH:26][CH:27]=2)[NH:24][N:23]=[C:22]3[S:28]([C:31]2[C:40]3[C:35](=[CH:36][CH:37]=[CH:38][CH:39]=3)[CH:34]=[CH:33][CH:32]=2)(=[O:30])=[O:29])[CH2:13][CH2:12]1)=O)C1C=CC=CC=1.Br.